This data is from PAMPA (Parallel Artificial Membrane Permeability Assay) permeability data from NCATS. The task is: Regression/Classification. Given a drug SMILES string, predict its absorption, distribution, metabolism, or excretion properties. Task type varies by dataset: regression for continuous measurements (e.g., permeability, clearance, half-life) or binary classification for categorical outcomes (e.g., BBB penetration, CYP inhibition). Dataset: pampa_ncats. (1) The compound is C[C@H]1[C@@H](C(=O)N(C2=C(N1C(=O)C)C=C(C=C2)C#N)CC3=C(C=CC4=CC=CC=C43)C)NC(=O)[C@H](C)NC. The result is 1 (high permeability). (2) The drug is C1COCCN1C2=NC(=NC3=CC=CC=C32)C4=CC=NC=C4. The result is 1 (high permeability). (3) The compound is C1CCN(CC1)C(=O)C2=CC3=C(C=C2)N(C=N3)C4=CC=CC=C4. The result is 1 (high permeability).